From a dataset of Forward reaction prediction with 1.9M reactions from USPTO patents (1976-2016). Predict the product of the given reaction. (1) Given the reactants C(OC([N:8]1[CH2:13][CH2:12][N:11]([CH:14]([C:18]2[CH:23]=[CH:22][CH:21]=[C:20]([C:24]([F:27])([F:26])[F:25])[CH:19]=2)[CH2:15][O:16][CH3:17])[CH2:10][CH2:9]1)=O)(C)(C)C.[F:28][C:29]([F:34])([F:33])[C:30]([OH:32])=[O:31], predict the reaction product. The product is: [F:28][C:29]([F:34])([F:33])[C:30]([OH:32])=[O:31].[CH3:17][O:16][CH2:15][CH:14]([N:11]1[CH2:12][CH2:13][NH:8][CH2:9][CH2:10]1)[C:18]1[CH:23]=[CH:22][CH:21]=[C:20]([C:24]([F:26])([F:27])[F:25])[CH:19]=1. (2) Given the reactants Cl[C:2]1[C:7]([C:8]([O:10][CH2:11][CH3:12])=[O:9])=[C:6]([CH3:13])[N:5]=[C:4]([C:14]2[CH:19]=[CH:18][CH:17]=[C:16]([F:20])[CH:15]=2)[CH:3]=1.[Cl:21][C:22]1[CH:27]=[CH:26][CH:25]=[CH:24][C:23]=1[OH:28].C(=O)([O-])[O-].[K+].[K+], predict the reaction product. The product is: [Cl:21][C:22]1[CH:27]=[CH:26][CH:25]=[CH:24][C:23]=1[O:28][C:2]1[C:7]([C:8]([O:10][CH2:11][CH3:12])=[O:9])=[C:6]([CH3:13])[N:5]=[C:4]([C:14]2[CH:19]=[CH:18][CH:17]=[C:16]([F:20])[CH:15]=2)[CH:3]=1. (3) The product is: [F:26][C@@H:24]1[CH2:25][N:21]([C:19](=[O:20])[CH2:18][NH:9][C:6]2([CH3:8])[CH2:5][CH:4]([CH3:10])[O:3][CH:2]([CH3:1])[CH2:7]2)[C@H:22]([C:27]#[N:28])[CH2:23]1. Given the reactants [CH3:1][CH:2]1[CH2:7][C:6]([NH2:9])([CH3:8])[CH2:5][CH:4]([CH3:10])[O:3]1.C([O-])([O-])=O.[K+].[K+].Cl[CH2:18][C:19]([N:21]1[CH2:25][C@@H:24]([F:26])[CH2:23][C@H:22]1[C:27]#[N:28])=[O:20].[Na+].[I-], predict the reaction product. (4) Given the reactants C([O:8][CH2:9][CH2:10][O:11][C:12]1[CH:17]=[CH:16][C:15]([C:18]2[CH:19]=[C:20]3[C:26]([C:27]4[C:28]([CH3:41])=[N:29][N:30]([CH2:33][C:34]5[CH:39]=[CH:38][CH:37]=[C:36]([F:40])[CH:35]=5)[C:31]=4[CH3:32])=[CH:25][N:24]([S:42]([C:45]4[CH:51]=[CH:50][C:48]([CH3:49])=[CH:47][CH:46]=4)(=[O:44])=[O:43])[C:21]3=[N:22][CH:23]=2)=[CH:14][C:13]=1[NH:52][S:53]([CH3:56])(=[O:55])=[O:54])C1C=CC=CC=1.C1(C)C=CC=CC=1.C(O)(C(F)(F)F)=O, predict the reaction product. The product is: [F:40][C:36]1[CH:35]=[C:34]([CH:39]=[CH:38][CH:37]=1)[CH2:33][N:30]1[C:31]([CH3:32])=[C:27]([C:26]2[C:20]3[C:21](=[N:22][CH:23]=[C:18]([C:15]4[CH:16]=[CH:17][C:12]([O:11][CH2:10][CH2:9][OH:8])=[C:13]([NH:52][S:53]([CH3:56])(=[O:55])=[O:54])[CH:14]=4)[CH:19]=3)[N:24]([S:42]([C:45]3[CH:46]=[CH:47][C:48]([CH3:49])=[CH:50][CH:51]=3)(=[O:44])=[O:43])[CH:25]=2)[C:28]([CH3:41])=[N:29]1. (5) Given the reactants [Cl:1][C:2]1[C:7]([CH2:8][CH2:9][OH:10])=[C:6]([NH:11][CH:12]2[CH2:15][C:14]([F:17])([F:16])[CH2:13]2)[N:5]=[C:4]([S:18][CH3:19])[N:3]=1.[CH3:20][S:21](Cl)(=[O:23])=[O:22], predict the reaction product. The product is: [CH3:20][S:21]([O:10][CH2:9][CH2:8][C:7]1[C:2]([Cl:1])=[N:3][C:4]([S:18][CH3:19])=[N:5][C:6]=1[NH:11][CH:12]1[CH2:13][C:14]([F:16])([F:17])[CH2:15]1)(=[O:23])=[O:22]. (6) Given the reactants [F:1][C:2]1[C:10]2[O:9][CH:8]=[CH:7][C:6]=2[CH:5]=[CH:4][CH:3]=1.[Li]CCCC.[O:16]=[C:17]1[CH2:22][CH2:21][N:20]([C:23]([O:25][C:26]([CH3:29])([CH3:28])[CH3:27])=[O:24])[CH2:19][CH2:18]1, predict the reaction product. The product is: [F:1][C:2]1[C:10]2[O:9][C:8]([C:17]3([OH:16])[CH2:18][CH2:19][N:20]([C:23]([O:25][C:26]([CH3:28])([CH3:27])[CH3:29])=[O:24])[CH2:21][CH2:22]3)=[CH:7][C:6]=2[CH:5]=[CH:4][CH:3]=1. (7) The product is: [NH3:15].[C:18]([O:17][C:16](=[O:22])[NH:15][CH2:14][CH2:13][C:10]1[CH:11]=[CH:12][C:7]([O:6][CH2:1][CH2:2][CH2:3]/[CH:4]=[CH:5]/[C:34]2[CH:35]=[CH:36][C:31]([O:30][CH2:23][C:24]3[CH:29]=[CH:28][CH:27]=[CH:26][CH:25]=3)=[C:32]([C@@H:38]([C:48]3[CH:53]=[CH:52][CH:51]=[CH:50][CH:49]=3)[CH2:39][CH2:40][N:41]([CH:42]([CH3:44])[CH3:43])[CH:45]([CH3:46])[CH3:47])[CH:33]=2)=[CH:8][CH:9]=1)([CH3:21])([CH3:20])[CH3:19]. Given the reactants [CH2:1]([O:6][C:7]1[CH:12]=[CH:11][C:10]([CH2:13][CH2:14][NH:15][C:16](=[O:22])[O:17][C:18]([CH3:21])([CH3:20])[CH3:19])=[CH:9][CH:8]=1)[CH2:2][CH2:3][CH:4]=[CH2:5].[CH2:23]([O:30][C:31]1[CH:36]=[CH:35][C:34](Br)=[CH:33][C:32]=1[C@@H:38]([C:48]1[CH:53]=[CH:52][CH:51]=[CH:50][CH:49]=1)[CH2:39][CH2:40][N:41]([CH:45]([CH3:47])[CH3:46])[CH:42]([CH3:44])[CH3:43])[C:24]1[CH:29]=[CH:28][CH:27]=[CH:26][CH:25]=1.C1(C)C=CC=CC=1P(C1C=CC=CC=1C)C1C=CC=CC=1C.C(N(C(C)C)CC)(C)C, predict the reaction product. (8) Given the reactants [N+:1]([C:4]1[CH:5]=[C:6]([C:10]2[C:17]([C:18]3[CH:23]=[CH:22][N:21]=[CH:20][CH:19]=3)=[C:13]3[S:14][CH2:15][CH2:16][N:12]3[N:11]=2)[CH:7]=[CH:8][CH:9]=1)([O-])=O.O1CCOCC1.O.[Cl-].[NH4+], predict the reaction product. The product is: [N:21]1[CH:20]=[CH:19][C:18]([C:17]2[C:10]([C:6]3[CH:5]=[C:4]([NH2:1])[CH:9]=[CH:8][CH:7]=3)=[N:11][N:12]3[CH2:16][CH2:15][S:14][C:13]=23)=[CH:23][CH:22]=1. (9) Given the reactants [NH:1]1[C:5]2[CH:6]=[CH:7][C:8]([C:10]([OH:12])=[O:11])=[CH:9][C:4]=2[N:3]=[CH:2]1.[C:13](O)(=O)C.Cl.S(Cl)([Cl:20])=O, predict the reaction product. The product is: [ClH:20].[CH3:13][O:11][C:10]([CH:8]1[CH2:7][CH2:6][C:5]2[NH:1][CH:2]=[N:3][C:4]=2[CH2:9]1)=[O:12].